Dataset: Forward reaction prediction with 1.9M reactions from USPTO patents (1976-2016). Task: Predict the product of the given reaction. (1) The product is: [F:1][C:2]1[CH:11]=[CH:10][C:5]2[N:6]([CH:23]([CH3:29])[C:24]([OH:26])=[O:25])[C:7](=[N:9][C:18](=[O:19])[C:15]3[CH:16]=[CH:17][C:12]([CH3:21])=[CH:13][CH:14]=3)[S:8][C:4]=2[CH:3]=1. Given the reactants [F:1][C:2]1[CH:11]=[CH:10][C:5]2[N:6]=[C:7]([NH2:9])[S:8][C:4]=2[CH:3]=1.[C:12]1([CH3:21])[CH:17]=[CH:16][C:15]([C:18](Cl)=[O:19])=[CH:14][CH:13]=1.Br[CH:23]([CH3:29])[C:24]([O:26]CC)=[O:25].COC1C=CC2N=C(N)SC=2C=1.ClC1C=C(C=CC=1)C(Cl)=O.BrCC(OCC)=O, predict the reaction product. (2) Given the reactants FC1C=C2C(C(C3C=C4C(C=NN4CC4CCN([C:36](=[O:38])[CH3:37])CC4)=CC=3)=CN2S(C2C=CC=CC=2)(=O)=O)=CC=1.[F:39][C:40]1[CH:48]=[C:47]2[C:43]([C:44]([C:49]3[CH:57]=[CH:56][C:55]4[C:51](=[CH:52][N:53]([CH2:58][CH:59]5[CH2:64][CH2:63][NH:62][CH2:61][CH2:60]5)[N:54]=4)[CH:50]=3)=[CH:45][NH:46]2)=[CH:42][CH:41]=1, predict the reaction product. The product is: [F:39][C:40]1[CH:48]=[C:47]2[C:43]([C:44]([C:49]3[CH:57]=[CH:56][C:55]4[C:51](=[CH:52][N:53]([CH2:58][CH:59]5[CH2:64][CH2:63][N:62]([C:36](=[O:38])[CH3:37])[CH2:61][CH2:60]5)[N:54]=4)[CH:50]=3)=[CH:45][NH:46]2)=[CH:42][CH:41]=1. (3) Given the reactants [C:1]([C:5]1[C:19]([OH:20])=[C:18]([CH2:21][C:22]([CH3:24])=[CH2:23])[C:8]2[CH2:9][C:10]3([O:17][C:7]=2[CH:6]=1)[CH2:16][CH2:15][CH2:14][CH2:13][CH2:12][CH2:11]3)([CH3:4])([CH3:3])[CH3:2], predict the reaction product. The product is: [C:1]([C:5]1[C:19]([OH:20])=[C:18]([CH2:21][CH:22]([CH3:24])[CH3:23])[C:8]2[CH2:9][C:10]3([O:17][C:7]=2[CH:6]=1)[CH2:16][CH2:15][CH2:14][CH2:13][CH2:12][CH2:11]3)([CH3:4])([CH3:3])[CH3:2]. (4) Given the reactants [Si]([O:8][CH2:9][CH2:10][CH2:11][N:12]1[C:17](=[O:18])[C:16]2[C:19](C(C3C=CC(Cl)=CC=3)O)=[C:20](C3C=CC=CC=3C(C)C)[CH:21]=[N:22][C:15]=2[N:14]([CH3:41])[C:13]1=[O:42])(C(C)(C)C)(C)C.[C:43]([O-])([O-])=O.[Cs+].[Cs+].CN(C)CC(O)=O.[F:56][C:57]([F:66])([F:65])[C:58]1[CH:59]=[C:60]([OH:64])[CH:61]=[CH:62][CH:63]=1.O1[CH2:72][CH2:71][O:70][CH2:69][CH2:68]1, predict the reaction product. The product is: [CH3:41][N:14]1[C:15]2[N:22]=[CH:21][C:20]([O:64][C:60]3[CH:61]=[CH:62][CH:63]=[C:58]([C:57]([F:65])([F:66])[F:56])[CH:59]=3)=[CH:19][C:16]=2[C:17](=[O:18])[N:12]([CH2:11][CH2:10][CH2:9][O:8][CH:71]2[CH2:72][CH2:43][CH2:68][CH2:69][O:70]2)[C:13]1=[O:42]. (5) The product is: [NH2:12][C:13]1[C:14]2[N:15]([C:19]([C@H:31]3[CH2:32][CH2:33][C@H:34]([C:37]([NH:1][C:2]4[CH:3]=[N:4][CH:5]=[CH:6][CH:7]=4)=[O:38])[CH2:35][CH2:36]3)=[N:20][C:21]=2[C:22]2[NH:23][C:24]3[C:29]([CH:30]=2)=[CH:28][CH:27]=[CH:26][CH:25]=3)[CH:16]=[CH:17][N:18]=1. Given the reactants [NH2:1][C:2]1[CH:3]=[N:4][CH:5]=[CH:6][CH:7]=1.C[Al](C)C.[NH2:12][C:13]1[C:14]2[N:15]([C:19]([C@H:31]3[CH2:36][CH2:35][C@H:34]([C:37](OC)=[O:38])[CH2:33][CH2:32]3)=[N:20][C:21]=2[C:22]2[NH:23][C:24]3[C:29]([CH:30]=2)=[CH:28][CH:27]=[CH:26][CH:25]=3)[CH:16]=[CH:17][N:18]=1.[OH-].[Na+], predict the reaction product.